Predict the reaction yield, written as a fraction of the theoretical maximum amount of product (1.0 means a 100% yield; for example, 0.34 means a 34% yield). From a dataset of Reaction yield outcomes from USPTO patents with 853,638 reactions. (1) The reactants are C[O:2][C:3](=O)[CH:4]([O:8][C:9]1[N:30]=[CH:29][C:12]2[C:13]3[N:17]([CH2:18][CH2:19][O:20][C:11]=2[CH:10]=1)[CH:16]=[C:15]([C:21]1[N:22]([CH:26]([CH3:28])[CH3:27])[N:23]=[CH:24][N:25]=1)[N:14]=3)[CH:5]([CH3:7])[CH3:6].O.[OH-].[Li+].C[N:36](C(ON1N=NC2C=CC=NC1=2)=[N+](C)C)C.F[P-](F)(F)(F)(F)F.[Cl-].[NH4+].C(N(CC)CC)C. The catalyst is CO.O.C(OCC)(=O)C. The product is [CH:26]([N:22]1[C:21]([C:15]2[N:14]=[C:13]3[C:12]4[CH:29]=[N:30][C:9]([O:8][CH:4]([CH:5]([CH3:7])[CH3:6])[C:3]([NH2:36])=[O:2])=[CH:10][C:11]=4[O:20][CH2:19][CH2:18][N:17]3[CH:16]=2)=[N:25][CH:24]=[N:23]1)([CH3:28])[CH3:27]. The yield is 0.430. (2) The reactants are [Cl:1][C:2]1[CH:23]=[CH:22][C:5]([CH:6]([N:13]2[CH2:18][CH2:17][N:16]([CH2:19][CH2:20][NH2:21])[CH2:15][CH2:14]2)[C:7]2[CH:12]=[CH:11][CH:10]=[CH:9][CH:8]=2)=[CH:4][CH:3]=1.[Cl:24][C:25]1[CH:30]=[CH:29][C:28]([C:31]2[N:35]([C:36]([CH3:39])([CH3:38])[CH3:37])[N:34]=[C:33]([CH:40]=O)[CH:32]=2)=[CH:27][CH:26]=1. No catalyst specified. The product is [C:36]([N:35]1[C:31]([C:28]2[CH:27]=[CH:26][C:25]([Cl:24])=[CH:30][CH:29]=2)=[CH:32][C:33]([CH2:40][NH:21][CH2:20][CH2:19][N:16]2[CH2:15][CH2:14][N:13]([CH:6]([C:7]3[CH:8]=[CH:9][CH:10]=[CH:11][CH:12]=3)[C:5]3[CH:4]=[CH:3][C:2]([Cl:1])=[CH:23][CH:22]=3)[CH2:18][CH2:17]2)=[N:34]1)([CH3:39])([CH3:38])[CH3:37]. The yield is 0.570. (3) The reactants are [NH2:1][C:2]1[N:10]=[CH:9][N:8]=[C:7]2[C:3]=1[N:4]=[CH:5][N:6]2[C@H:11]1[C@H:18]2[C@H:14]([O:15]C(C)(C)[O:17]2)[C@@H:13]([CH2:21][N:22]([CH2:40][CH:41]2[CH2:43][CH2:42]2)[CH2:23][CH2:24][CH2:25][NH:26][C:27]([NH:29][C:30]2[CH:35]=[CH:34][C:33]([C:36]([CH3:39])([CH3:38])[CH3:37])=[CH:32][CH:31]=2)=[O:28])[O:12]1.C([O-])([O-])=O.[K+].[K+].O. The catalyst is C(O)(C(F)(F)F)=O. The product is [NH2:1][C:2]1[N:10]=[CH:9][N:8]=[C:7]2[C:3]=1[N:4]=[CH:5][N:6]2[C@@H:11]1[O:12][C@H:13]([CH2:21][N:22]([CH2:40][CH:41]2[CH2:43][CH2:42]2)[CH2:23][CH2:24][CH2:25][NH:26][C:27]([NH:29][C:30]2[CH:31]=[CH:32][C:33]([C:36]([CH3:39])([CH3:38])[CH3:37])=[CH:34][CH:35]=2)=[O:28])[C@@H:14]([OH:15])[C@H:18]1[OH:17]. The yield is 0.700. (4) The reactants are [CH2:1]([O:4][C:5]1[CH:14]=[C:13]2[C:8]([C:9](=[O:25])[CH:10]=[C:11]([C:15]3[CH:20]=[CH:19][C:18]([O:21][CH3:22])=[C:17]([O:23][CH3:24])[CH:16]=3)[O:12]2)=[C:7]([O:26][CH3:27])[CH:6]=1)[C:2]#C.[Cl-].[NH4+:29].[N-:30]=[N+:31]=[N-:32].[Na+]. The catalyst is CN(C=O)C. The product is [NH:30]1[C:2]([CH2:1][O:4][C:5]2[CH:14]=[C:13]3[C:8]([C:9](=[O:25])[CH:10]=[C:11]([C:15]4[CH:20]=[CH:19][C:18]([O:21][CH3:22])=[C:17]([O:23][CH3:24])[CH:16]=4)[O:12]3)=[C:7]([O:26][CH3:27])[CH:6]=2)=[N:29][N:32]=[N:31]1. The yield is 0.580. (5) The reactants are [CH2:1]([O:8][C:9]1[CH:40]=[CH:39][C:12]([CH2:13][N:14]([CH2:35][CH2:36][CH2:37][CH3:38])[C:15](=[O:34])[CH2:16][O:17][C:18]2[CH:23]=[CH:22][C:21]([CH2:24][C@H:25]([O:31][CH2:32][CH3:33])[C:26]([O:28]CC)=[O:27])=[CH:20][CH:19]=2)=[CH:11][CH:10]=1)[C:2]1[CH:7]=[CH:6][CH:5]=[CH:4][CH:3]=1.[Li+].[OH-]. The catalyst is C(#N)C.O.[OH-].[K+]. The product is [CH2:1]([O:8][C:9]1[CH:40]=[CH:39][C:12]([CH2:13][N:14]([CH2:35][CH2:36][CH2:37][CH3:38])[C:15](=[O:34])[CH2:16][O:17][C:18]2[CH:23]=[CH:22][C:21]([CH2:24][C@H:25]([O:31][CH2:32][CH3:33])[C:26]([OH:28])=[O:27])=[CH:20][CH:19]=2)=[CH:11][CH:10]=1)[C:2]1[CH:7]=[CH:6][CH:5]=[CH:4][CH:3]=1. The yield is 0.630. (6) The reactants are [C:1]([C:3]1[CH:8]=[CH:7][C:6]([N:9]2[C:13]([C:14]3[CH:19]=[CH:18][C:17](SC)=[CH:16][CH:15]=3)=[CH:12][CH:11]=[C:10]2[CH2:22][CH2:23][C:24]([O:26][CH2:27][CH3:28])=[O:25])=[C:5]([CH3:29])[CH:4]=1)#[N:2].O[O:31][S:32]([O-:34])=O.[K+].[CH3:36]O. The catalyst is O. The product is [C:1]([C:3]1[CH:8]=[CH:7][C:6]([N:9]2[C:13]([C:14]3[CH:19]=[CH:18][C:17]([S:32]([CH3:36])(=[O:34])=[O:31])=[CH:16][CH:15]=3)=[CH:12][CH:11]=[C:10]2[CH2:22][CH2:23][C:24]([O:26][CH2:27][CH3:28])=[O:25])=[C:5]([CH3:29])[CH:4]=1)#[N:2]. The yield is 0.370. (7) The reactants are [Br:1][C:2]1[CH:3]=[CH:4][C:5]([F:18])=[C:6]([C:8]2[NH:12][C:11]3[CH:13]=[CH:14][C:15]([Cl:17])=[CH:16][C:10]=3[N:9]=2)[CH:7]=1.[CH3:19][C:20]([O:23][C:24](O[C:24]([O:23][C:20]([CH3:22])([CH3:21])[CH3:19])=[O:25])=[O:25])([CH3:22])[CH3:21]. The catalyst is CN(C1C=CN=CC=1)C. The product is [C:20]([O:23][C:24]([N:12]1[C:11]2[CH:13]=[CH:14][C:15]([Cl:17])=[CH:16][C:10]=2[N:9]=[C:8]1[C:6]1[CH:7]=[C:2]([Br:1])[CH:3]=[CH:4][C:5]=1[F:18])=[O:25])([CH3:22])([CH3:21])[CH3:19]. The yield is 0.710. (8) The reactants are CS(C)=O.[CH3:5]C(C)([O-])C.[Na+].[C:11]([C:13]1[CH:18]=[CH:17][C:16](/[CH:19]=[CH:20]/[C:21]([O:23][C:24]([CH3:27])([CH3:26])[CH3:25])=[O:22])=[CH:15][CH:14]=1)#[N:12].CC(OC)(C)C. The catalyst is [Cl-].[Na+].O. The product is [C:11]([C:13]1[CH:18]=[CH:17][C:16]([C@@H:19]2[CH2:5][C@H:20]2[C:21]([O:23][C:24]([CH3:27])([CH3:26])[CH3:25])=[O:22])=[CH:15][CH:14]=1)#[N:12]. The yield is 0.540. (9) The reactants are C(O[C:6]1[C:7](=[O:16])[C:8](=[O:15])[C:9]=1[O:10][CH2:11][CH2:12][CH2:13][CH3:14])CCC.[CH2:17]([C:20]#[N:21])[C:18]#[N:19].[CH2:22]([N:24]([CH2:27][CH3:28])[CH2:25][CH3:26])[CH3:23]. The catalyst is C1C=CC=CC=1. The product is [CH2:11]([O:10][C:9]1[C:6](=[C:17]([C:20]#[N:21])[C:18]#[N:19])[C:7](=[O:16])[C:8]=1[O-:15])[CH2:12][CH2:13][CH3:14].[CH2:22]([NH+:24]([CH2:27][CH3:28])[CH2:25][CH3:26])[CH3:23]. The yield is 0.560.